This data is from Experimentally validated miRNA-target interactions with 360,000+ pairs, plus equal number of negative samples. The task is: Binary Classification. Given a miRNA mature sequence and a target amino acid sequence, predict their likelihood of interaction. (1) The miRNA is hsa-miR-4774-5p with sequence UCUGGUAUGUAGUAGGUAAUAA. The protein sequence of the target gene is MAAMAVALRGLGGRFRWRTQAVAGGVRGAARGAAAGQRDYDLLVVGGGSGGLACAKEAAQLGRKVAVVDYVEPSPQGTRWGLGGTCVNVGCIPKKLMHQAALLGGLIQDAPNYGWEVAQPVPHDWRKMAEAVQNHVKSLNWGHRVQLQDRKVKYFNIKASFVDEHTVCGVAKGGKEILLSADHIIIATGGRPRYPTHIEGALEYGITSDDIFWLKESPGKTLVVGASYVALECAGFLTGIGLDTTIMMRSIPLRGFDQQMSSMVIEHMASHGTRFLRGCAPSRVRRLPDGQLQVTWEDST.... Result: 0 (no interaction). (2) The miRNA is hsa-miR-3689b-3p with sequence CUGGGAGGUGUGAUAUUGUGGU. The protein sequence of the target gene is MLSPQRVAAAASRGADDAMESSKPGPVQVVLVQKDQHSFELDEKALASILLQDHIRDLDVVVVSVAGAFRKGKSFILDFMLRYLYSQKESGHSNWLGDPEEPLTGFSWRGGSDPETTGIQIWSEVFTVEKPGGKKVAVVLMDTQGAFDSQSTVKDCATIFALSTMTSSVQIYNLSQNIQEDDLQQLQLFTEYGRLAMDEIFQKPFQTLMFLVRDWSFPYEYSYGLQGGMAFLDKRLQVKEHQHEEIQNVRNHIHSCFSDVTCFLLPHPGLQVATSPDFDGKLKDIAGEFKEQLQALIPYV.... Result: 1 (interaction). (3) The miRNA is mmu-miR-488-3p with sequence UUGAAAGGCUGUUUCUUGGUC. The protein sequence of the target gene is MACLLETPIRMSVLSEVTASSRHYVDRLFDPDPQKVLQGVIDMKNAVIGNNKQKANLIVLGAVPRLLYLLQQETSSTELKTECAVVLGSLAMGTENNVKSLLDCHIIPALLQGLLSPDLKFIEACLRCLRTIFTSPVTPEELLYTDATVIPHLMALLSRSRYTQEYICQIFSHCCKGPDHQTILFNHGAVQNIAHLLTSPSYKVRMQALKCFSVLAFENPQVSMTLVNVLVDGELLPQIFVKMLQRDKPIEMQLTSAKCLTYMCRAGAIRTDDSCIVLKTLPCLVRMCSKERLLEERVEG.... Result: 0 (no interaction).